From a dataset of Reaction yield outcomes from USPTO patents with 853,638 reactions. Predict the reaction yield, written as a fraction of the theoretical maximum amount of product (1.0 means a 100% yield; for example, 0.34 means a 34% yield). (1) The reactants are [C:1]1([C@H:13]2[CH2:18][CH2:17][C@H:16](/[CH:19]=[CH:20]/[C:21]#[N:22])[CH2:15][CH2:14]2)[N:2]=[N:3][N:4]2[C:9]=1[C:8]1[CH:10]=[CH:11][NH:12][C:7]=1[N:6]=[CH:5]2.C1(C2CCC(=CC(OCC)=O)CC2)N=NN2C=1C1C=CNC=1N=C2. No catalyst specified. The product is [C:1]1([C@H:13]2[CH2:14][CH2:15][C@H:16]([CH2:19][CH2:20][C:21]#[N:22])[CH2:17][CH2:18]2)[N:2]=[N:3][N:4]2[C:9]=1[C:8]1[CH:10]=[CH:11][NH:12][C:7]=1[N:6]=[CH:5]2. The yield is 0.720. (2) The catalyst is C1C=CC([P]([Pd]([P](C2C=CC=CC=2)(C2C=CC=CC=2)C2C=CC=CC=2)([P](C2C=CC=CC=2)(C2C=CC=CC=2)C2C=CC=CC=2)[P](C2C=CC=CC=2)(C2C=CC=CC=2)C2C=CC=CC=2)(C2C=CC=CC=2)C2C=CC=CC=2)=CC=1.C1(C)C=CC=CC=1. The product is [C:18]1([C:27]2[CH:28]=[CH:29][CH:30]=[CH:31][CH:32]=2)[CH:23]=[CH:22][CH:21]=[CH:20][C:19]=1[C:3]1[CH:2]=[CH:14][C:13]2[C:12]3[C:7](=[CH:8][CH:9]=[C:10]([Br:15])[CH:11]=3)[C:6]([CH3:16])([CH3:17])[C:5]=2[CH:4]=1. The yield is 0.630. The reactants are Br[C:2]1[CH:3]=[CH:4][C:5]2[C:6]([CH3:17])([CH3:16])[C:7]3[C:12]([C:13]=2[CH:14]=1)=[CH:11][C:10]([Br:15])=[CH:9][CH:8]=3.[C:18]1([C:27]2[CH:32]=[CH:31][CH:30]=[CH:29][CH:28]=2)[CH:23]=[CH:22][CH:21]=[CH:20][C:19]=1B(O)O.C([O-])([O-])=O.[Na+].[Na+].CCO. (3) The reactants are [N:1]([C:4]1[CH:11]=[CH:10][C:7]([C:8]#[N:9])=[C:6]([C:12]([F:15])([F:14])[F:13])[CH:5]=1)=[C:2]=[S:3].[CH3:16][C:17]1[CH:22]=[CH:21][C:20]([NH:23][C:24]2([C:28]#[N:29])[CH2:27][CH2:26][CH2:25]2)=[CH:19][CH:18]=1. The catalyst is CN(C=O)C. The product is [NH:29]=[C:28]1[C:24]2([CH2:27][CH2:26][CH2:25]2)[N:23]([C:20]2[CH:19]=[CH:18][C:17]([CH3:16])=[CH:22][CH:21]=2)[C:2](=[S:3])[N:1]1[C:4]1[CH:11]=[CH:10][C:7]([C:8]#[N:9])=[C:6]([C:12]([F:13])([F:15])[F:14])[CH:5]=1. The yield is 0.520. (4) The reactants are C(O)(=O)C.[C:5]([O:9][C:10](=[O:19])[NH:11][CH:12]1[CH2:17][CH2:16][C:15](=O)[CH2:14][CH2:13]1)([CH3:8])([CH3:7])[CH3:6].C(O[BH-](OC(=O)C)OC(=O)C)(=O)C.[Na+].[N:34]1[C:43]2[C@@H:42]([NH2:44])[CH2:41][CH2:40][CH2:39][C:38]=2[CH:37]=[CH:36][CH:35]=1. The catalyst is O1CCCC1.C(Cl)Cl. The product is [C:5]([O:9][C:10](=[O:19])[NH:11][C@H:12]1[CH2:17][CH2:16][C@H:15]([NH:44][C@@H:42]2[C:43]3[N:34]=[CH:35][CH:36]=[CH:37][C:38]=3[CH2:39][CH2:40][CH2:41]2)[CH2:14][CH2:13]1)([CH3:8])([CH3:7])[CH3:6]. The yield is 0.300. (5) The reactants are [Cl:1][C:2]1[N:7]=[N:6][C:5]([NH:8][C:9](=[O:16])OCC(Cl)(Cl)Cl)=[CH:4][C:3]=1[CH:17]([CH3:19])[CH3:18].Cl.Cl.[F:22][C:23]1[C:28]([F:29])=[CH:27][CH:26]=[CH:25][C:24]=1[C:30]1[N:35]=[C:34]([N:36]2[CH2:41][CH2:40][NH:39][CH2:38][CH2:37]2)[CH:33]=[CH:32][N:31]=1. The catalyst is C(OCC)(=O)C. The product is [Cl:1][C:2]1[N:7]=[N:6][C:5]([NH:8][C:9]([N:39]2[CH2:40][CH2:41][N:36]([C:34]3[CH:33]=[CH:32][N:31]=[C:30]([C:24]4[CH:25]=[CH:26][CH:27]=[C:28]([F:29])[C:23]=4[F:22])[N:35]=3)[CH2:37][CH2:38]2)=[O:16])=[CH:4][C:3]=1[CH:17]([CH3:18])[CH3:19]. The yield is 0.670. (6) The reactants are [C:1]([OH:8])(=[O:7])/[CH:2]=[CH:3]\[C:4]([OH:6])=[O:5].[N:9]1[CH:14]=[CH:13][CH:12]=[C:11]([CH2:15][C@H:16]2[C@H:21]([NH:22][C:23]([C:25]3[O:26][C:27]4[CH:33]=[CH:32][CH:31]=[CH:30][C:28]=4[CH:29]=3)=[O:24])[CH:20]3[CH2:34][CH2:35][N:17]2[CH2:18][CH2:19]3)[CH:10]=1.C(O)(C)C. The catalyst is C(OC(C)C)(=O)C. The product is [C:1]([OH:8])(=[O:7])/[CH:2]=[CH:3]\[C:4]([OH:6])=[O:5].[N:9]1[CH:14]=[CH:13][CH:12]=[C:11]([CH2:15][C@H:16]2[C@H:21]([NH:22][C:23]([C:25]3[O:26][C:27]4[CH:33]=[CH:32][CH:31]=[CH:30][C:28]=4[CH:29]=3)=[O:24])[CH:20]3[CH2:34][CH2:35][N:17]2[CH2:18][CH2:19]3)[CH:10]=1. The yield is 0.847. (7) The reactants are [Br:1][C:2]1[CH:3]=[CH:4][C:5](F)=[C:6]([CH:9]=1)[C:7]#[N:8].O.[NH2:12][NH2:13]. The catalyst is O. The product is [NH2:8][C:7]1[C:6]2[C:5](=[CH:4][CH:3]=[C:2]([Br:1])[CH:9]=2)[NH:13][N:12]=1. The yield is 0.910. (8) The reactants are FC1C=C(F)C=C[C:3]=1[C:9]1[CH:10]=[C:11]([CH2:20]O)[C:12](=O)N(CC(C)C)N=1.[F:22][C:23]1[CH:24]=[C:25]([C:31]2[CH:32]=[C:33]([C:38]([O:40][CH3:41])=[O:39])[C:34](=[O:37])[NH:35][N:36]=2)[CH:26]=[CH:27][C:28]=1[O:29][CH3:30].C1(CBr)CCCC1. No catalyst specified. The product is [CH:11]1([CH2:12][N:35]2[C:34](=[O:37])[C:33]([C:38]([O:40][CH3:41])=[O:39])=[CH:32][C:31]([C:25]3[CH:26]=[CH:27][C:28]([O:29][CH3:30])=[C:23]([F:22])[CH:24]=3)=[N:36]2)[CH2:10][CH2:9][CH2:3][CH2:20]1. The yield is 0.720.